This data is from Full USPTO retrosynthesis dataset with 1.9M reactions from patents (1976-2016). The task is: Predict the reactants needed to synthesize the given product. (1) Given the product [O:1]1[CH2:5][CH2:4][O:3][CH:2]1[C:6]1[O:10][C:9]([C:11]2[C:18]([O:19][CH2:20][O:21][CH3:22])=[CH:17][C:16]([O:23][CH2:24][O:25][CH3:26])=[CH:15][C:12]=2[CH:13]([C:27]2[CH:32]=[CH:31][CH:30]=[CH:29][CH:28]=2)[OH:14])=[CH:8][CH:7]=1, predict the reactants needed to synthesize it. The reactants are: [O:1]1[CH2:5][CH2:4][O:3][CH:2]1[C:6]1[O:10][C:9]([C:11]2[C:18]([O:19][CH2:20][O:21][CH3:22])=[CH:17][C:16]([O:23][CH2:24][O:25][CH3:26])=[CH:15][C:12]=2[CH:13]=[O:14])=[CH:8][CH:7]=1.[CH2:27]1[CH2:32][CH2:31][CH2:30][CH2:29][CH2:28]1.C(OCC)C.C1([Li])C=CC=CC=1.O. (2) Given the product [CH3:27][C:22]1[N:21]2[N:7]=[C:18]([NH2:17])[N:19]=[C:20]2[C:25]([CH3:26])=[N:24][CH:23]=1, predict the reactants needed to synthesize it. The reactants are: Cl.NO.C([N:7](CC)C(C)C)(C)C.C(OC(=O)[NH:17][C:18](=S)[NH:19][C:20]1[C:25]([CH3:26])=[N:24][CH:23]=[C:22]([CH3:27])[N:21]=1)C. (3) Given the product [C:19]([O:11][CH2:10][C@H:8]([C@H:6]([C@@H:4]([C@@H:2]([CH2:1][O:12][C:19]([C:18]1[CH:33]=[CH:34][CH:15]=[CH:16][CH:17]=1)([C:26]1[CH:27]=[CH:28][CH:29]=[CH:30][CH:31]=1)[C:20]1[CH:21]=[CH:22][CH:23]=[CH:24][CH:25]=1)[OH:3])[OH:5])[OH:7])[OH:9])([C:26]1[CH:31]=[CH:30][CH:29]=[CH:28][CH:27]=1)([C:20]1[CH:25]=[CH:24][CH:23]=[CH:22][CH:21]=1)[C:18]1[CH:33]=[CH:34][CH:15]=[CH:16][CH:17]=1, predict the reactants needed to synthesize it. The reactants are: [CH2:1]([OH:12])[C@H:2]([C@H:4]([C@@H:6]([C@@H:8]([CH2:10][OH:11])[OH:9])[OH:7])[OH:5])[OH:3].CO[C:15]1[CH:34]=[CH:33][C:18]([C:19](Cl)([C:26]2[CH:31]=[CH:30][CH:29]=[CH:28][CH:27]=2)[C:20]2[CH:25]=[CH:24][CH:23]=[CH:22][CH:21]=2)=[CH:17][CH:16]=1.C(Cl)Cl. (4) Given the product [CH3:9][C@@H:8]1[CH2:7][CH2:6][CH2:5][N:4]([C:10]([C:12]2[CH:17]=[C:16]([CH3:18])[CH:15]=[CH:14][C:13]=2[N:19]2[N:23]=[CH:22][CH:21]=[N:20]2)=[O:11])[C@@H:3]1[CH2:2][NH:1][C:25]1[S:26][CH:27]=[C:28]([C:30]([F:33])([F:32])[F:31])[N:29]=1, predict the reactants needed to synthesize it. The reactants are: [NH2:1][CH2:2][C@@H:3]1[C@H:8]([CH3:9])[CH2:7][CH2:6][CH2:5][N:4]1[C:10]([C:12]1[CH:17]=[C:16]([CH3:18])[CH:15]=[CH:14][C:13]=1[N:19]1[N:23]=[CH:22][CH:21]=[N:20]1)=[O:11].Cl[C:25]1[S:26][CH:27]=[C:28]([C:30]([F:33])([F:32])[F:31])[N:29]=1. (5) Given the product [F:34][CH:33]([F:35])[O:17][C:12]1[CH:13]=[N:14][CH:15]=[CH:16][C:11]=1[C:9]1[O:10][C:6]2[CH:5]=[CH:4][C:3]([C:2]([F:19])([F:1])[F:20])=[CH:18][C:7]=2[N:8]=1, predict the reactants needed to synthesize it. The reactants are: [F:1][C:2]([F:20])([F:19])[C:3]1[CH:4]=[CH:5][C:6]2[O:10][C:9]([C:11]3[CH:16]=[CH:15][N:14]=[CH:13][C:12]=3[OH:17])=[N:8][C:7]=2[CH:18]=1.C(=O)([O-])[O-].[K+].[K+].CN(C=O)C.Cl[CH:33]([F:35])[F:34]. (6) Given the product [NH2:23][C:3]1[CH:4]=[C:5]([CH:21]=[CH:22][C:2]=1[NH2:1])[O:6][CH2:7][CH:8]1[CH2:9][CH2:10][N:11]([C:14]([O:16][CH2:17][CH2:20][CH2:28][CH3:29])=[O:15])[CH2:12][CH2:13]1, predict the reactants needed to synthesize it. The reactants are: [NH2:1][C:2]1[CH:22]=[CH:21][C:5]([O:6][CH2:7][CH:8]2[CH2:13][CH2:12][N:11]([C:14]([O:16][C:17]([CH3:20])(C)C)=[O:15])[CH2:10][CH2:9]2)=[CH:4][C:3]=1[N+:23]([O-])=O.[H][H].[C:28](OCC)(=O)[CH3:29].